This data is from Forward reaction prediction with 1.9M reactions from USPTO patents (1976-2016). The task is: Predict the product of the given reaction. (1) Given the reactants C(=O)([O-])[O-].[K+].[K+].Cl.Cl.[CH3:9][N:10]([CH2:12][CH:13]1[CH2:22][C:21]2[C:16](=[CH:17][C:18]([O:23]C)=[CH:19][CH:20]=2)[NH:15][CH2:14]1)[CH3:11], predict the reaction product. The product is: [CH3:11][N:10]([CH2:12][CH:13]1[CH2:22][C:21]2[C:16](=[CH:17][C:18]([OH:23])=[CH:19][CH:20]=2)[NH:15][CH2:14]1)[CH3:9]. (2) Given the reactants [C:1]([C:3]1[CH:22]=[CH:21][C:6]([O:7][C:8]2[CH:9]=[C:10]([CH:14]=[C:15]([O:17][CH:18]([CH3:20])[CH3:19])[N:16]=2)[C:11]([OH:13])=O)=[CH:5][CH:4]=1)#[N:2].[C:23]([O:27][C:28](=[O:38])[NH:29][CH2:30][CH2:31][CH:32]1[CH2:37][CH2:36][NH:35][CH2:34][CH2:33]1)([CH3:26])([CH3:25])[CH3:24], predict the reaction product. The product is: [C:23]([O:27][C:28](=[O:38])[NH:29][CH2:30][CH2:31][CH:32]1[CH2:33][CH2:34][N:35]([C:11]([C:10]2[CH:14]=[C:15]([O:17][CH:18]([CH3:20])[CH3:19])[N:16]=[C:8]([O:7][C:6]3[CH:5]=[CH:4][C:3]([C:1]#[N:2])=[CH:22][CH:21]=3)[CH:9]=2)=[O:13])[CH2:36][CH2:37]1)([CH3:26])([CH3:24])[CH3:25]. (3) The product is: [CH3:16][O:15][C:9]1[CH:8]=[C:7]([C:5]2[N:6]=[C:2]([NH:1][C:17]([C:18]3[CH:26]=[CH:25][CH:24]=[CH:23][C:19]=3[C:20]([OH:22])=[O:21])=[O:27])[S:3][CH:4]=2)[CH:12]=[CH:11][C:10]=1[O:13][CH3:14]. Given the reactants [NH2:1][C:2]1[S:3][CH:4]=[C:5]([C:7]2[CH:12]=[CH:11][C:10]([O:13][CH3:14])=[C:9]([O:15][CH3:16])[CH:8]=2)[N:6]=1.[C:17]1(=[O:27])[O:22][C:20](=[O:21])[C:19]2=[CH:23][CH:24]=[CH:25][CH:26]=[C:18]12, predict the reaction product. (4) Given the reactants [I-].[Na+].Br[CH2:4][CH2:5][CH2:6][O:7][C:8]1[CH:9]=[C:10]2[C:15](=[CH:16][C:17]=1[O:18][CH3:19])[C:14](=[O:20])[N:13]([CH2:21][CH2:22][CH2:23][N:24]1[CH2:29][CH2:28][O:27][CH2:26][CH2:25]1)[C:12]1[C:30]3[CH:31]=[C:32]4[O:40][CH2:39][O:38][C:33]4=[CH:34][C:35]=3[C:36](=[O:37])[C:11]2=1.[CH3:41][NH:42][CH3:43], predict the reaction product. The product is: [CH3:41][N:42]([CH3:43])[CH2:4][CH2:5][CH2:6][O:7][C:8]1[CH:9]=[C:10]2[C:15](=[CH:16][C:17]=1[O:18][CH3:19])[C:14](=[O:20])[N:13]([CH2:21][CH2:22][CH2:23][N:24]1[CH2:29][CH2:28][O:27][CH2:26][CH2:25]1)[C:12]1[C:30]3[CH:31]=[C:32]4[O:40][CH2:39][O:38][C:33]4=[CH:34][C:35]=3[C:36](=[O:37])[C:11]2=1.